From a dataset of Peptide-MHC class I binding affinity with 185,985 pairs from IEDB/IMGT. Regression. Given a peptide amino acid sequence and an MHC pseudo amino acid sequence, predict their binding affinity value. This is MHC class I binding data. (1) The peptide sequence is GNFSWFPHK. The MHC is HLA-A03:01 with pseudo-sequence HLA-A03:01. The binding affinity (normalized) is 0.531. (2) The peptide sequence is MTFPVSLEY. The MHC is HLA-B15:09 with pseudo-sequence HLA-B15:09. The binding affinity (normalized) is 0.0847. (3) The peptide sequence is YQSMIRPPY. The MHC is HLA-C04:01 with pseudo-sequence HLA-C04:01. The binding affinity (normalized) is 0.0847.